From a dataset of Forward reaction prediction with 1.9M reactions from USPTO patents (1976-2016). Predict the product of the given reaction. (1) Given the reactants Br[CH:2]([CH3:8])[C:3]([N:5]([CH3:7])[CH3:6])=[O:4].[F:9][C:10]1([F:30])[CH2:15][CH2:14][CH:13]([CH2:16][NH:17][C:18]([C:20]2[C:28]3[C:23](=[CH:24][CH:25]=[CH:26][C:27]=3[Cl:29])[NH:22][CH:21]=2)=[O:19])[CH2:12][CH2:11]1.O.O.O.O.O.O.O.O.[OH-].[Ba+2].[OH-], predict the reaction product. The product is: [Cl:29][C:27]1[CH:26]=[CH:25][CH:24]=[C:23]2[C:28]=1[C:20]([C:18]([NH:17][CH2:16][CH:13]1[CH2:14][CH2:15][C:10]([F:9])([F:30])[CH2:11][CH2:12]1)=[O:19])=[CH:21][N:22]2[CH:2]([CH3:8])[C:3]([N:5]([CH3:7])[CH3:6])=[O:4]. (2) Given the reactants [NH2:1][C:2]1[CH:17]=[CH:16][C:5]2[S:6][C:7]([C:9]3[C:10]([NH2:15])=[N:11][CH:12]=[CH:13][CH:14]=3)=[CH:8][C:4]=2[CH:3]=1.[CH3:18][C:19]1[CH:20]=[C:21]([CH:25]=[CH:26][CH:27]=1)[C:22](O)=[O:23], predict the reaction product. The product is: [NH2:15][C:10]1[C:9]([C:7]2[S:6][C:5]3[CH:16]=[CH:17][C:2]([NH:1][C:22](=[O:23])[C:21]4[CH:25]=[CH:26][CH:27]=[C:19]([CH3:18])[CH:20]=4)=[CH:3][C:4]=3[CH:8]=2)=[CH:14][CH:13]=[CH:12][N:11]=1. (3) Given the reactants [C:1]([C:5]1[C:6](=[O:16])[NH:7][C:8]2[C:13]([CH:14]=1)=[CH:12][CH:11]=[C:10]([Cl:15])[N:9]=2)([CH3:4])([CH3:3])[CH3:2].Br[CH2:18][C:19](=[O:24])[C:20]([CH3:23])([CH3:22])[CH3:21], predict the reaction product. The product is: [C:1]([C:5]1[C:6](=[O:16])[N:7]([CH2:18][C:19](=[O:24])[C:20]([CH3:23])([CH3:22])[CH3:21])[C:8]2[C:13]([CH:14]=1)=[CH:12][CH:11]=[C:10]([Cl:15])[N:9]=2)([CH3:4])([CH3:2])[CH3:3]. (4) Given the reactants Cl.[CH:2]1([CH2:5][O:6][C:7]2[CH:12]=[C:11]([F:13])[CH:10]=[CH:9][C:8]=2[C:14]2[C:15]3[NH:22][C:21]([CH3:23])=[C:20]([C:24]([NH:26][CH:27]4[CH2:32][CH2:31][NH:30][CH2:29][CH2:28]4)=[O:25])[C:16]=3[N:17]=[CH:18][N:19]=2)[CH2:4][CH2:3]1.C([O:36][C@@H:37]([CH3:41])[C:38](Cl)=[O:39])(=O)C, predict the reaction product. The product is: [CH:2]1([CH2:5][O:6][C:7]2[CH:12]=[C:11]([F:13])[CH:10]=[CH:9][C:8]=2[C:14]2[C:15]3[NH:22][C:21]([CH3:23])=[C:20]([C:24]([NH:26][CH:27]4[CH2:28][CH2:29][N:30]([C:38](=[O:39])[C@@H:37]([OH:36])[CH3:41])[CH2:31][CH2:32]4)=[O:25])[C:16]=3[N:17]=[CH:18][N:19]=2)[CH2:4][CH2:3]1. (5) Given the reactants [BH4-].[Na+].B(F)(F)F.CCOCC.[CH3:12][N:13]1[CH2:18][CH2:17][N:16]([C:19]2[N:27]3[C:22]([CH:23]=[CH:24][CH:25]=[CH:26]3)=[CH:21][C:20]=2[C:28](O)=[O:29])[C:15](=[O:31])[CH2:14]1.[OH-].[Na+], predict the reaction product. The product is: [OH:29][CH2:28][C:20]1[CH:21]=[C:22]2[N:27]([C:19]=1[N:16]1[CH2:17][CH2:18][N:13]([CH3:12])[CH2:14][C:15]1=[O:31])[CH:26]=[CH:25][CH:24]=[CH:23]2. (6) The product is: [CH:24]1([CH2:23][N:16]2[CH2:17][CH2:18][CH2:19][N:13]3[N:12]=[C:11]([CH2:10][O:3][C:4]4[CH:5]=[CH:6][CH:7]=[CH:8][CH:9]=4)[CH:21]=[C:14]3[C:15]2=[O:20])[CH2:26][CH2:25]1. Given the reactants [H-].[Na+].[O:3]([CH2:10][C:11]1[CH:21]=[C:14]2[C:15](=[O:20])[NH:16][CH2:17][CH2:18][CH2:19][N:13]2[N:12]=1)[C:4]1[CH:9]=[CH:8][CH:7]=[CH:6][CH:5]=1.Br[CH2:23][CH:24]1[CH2:26][CH2:25]1, predict the reaction product. (7) Given the reactants C(OC([NH:8][C:9]1[CH:10]=[C:11]([CH:15]=[CH:16][C:17]=1[CH2:18][S:19]C(C1C=CC=CC=1)(C1C=CC=CC=1)C1C=CC=CC=1)[C:12]([OH:14])=[O:13])=O)(C)(C)C.C([SiH](C(C)C)C(C)C)(C)C.FC(F)(F)C(O)=O, predict the reaction product. The product is: [NH2:8][C:9]1[CH:10]=[C:11]([CH:15]=[CH:16][C:17]=1[CH2:18][SH:19])[C:12]([OH:14])=[O:13]. (8) The product is: [CH3:1][O:2][CH2:3][CH2:4][O:5][CH:6]1[CH2:15][CH2:14][C:9](=[O:10])[CH2:8][CH2:7]1. Given the reactants [CH3:1][O:2][CH2:3][CH2:4][O:5][CH:6]1[CH2:15][CH2:14][C:9]2(OCC[O:10]2)[CH2:8][CH2:7]1.Cl, predict the reaction product. (9) Given the reactants [CH3:1][C:2]1[NH:6][C:5]2[C:7]([C:17]([O:19]C)=[O:18])=[CH:8][C:9]([N:11]3[CH2:16][CH2:15][O:14][CH2:13][CH2:12]3)=[CH:10][C:4]=2[N:3]=1.Br[CH2:22][C:23]1[CH:28]=[CH:27][CH:26]=[C:25]([F:29])[C:24]=1[CH3:30].C(=O)([O-])[O-].[K+].[K+].[OH-].[Li+], predict the reaction product. The product is: [F:29][C:25]1[C:24]([CH3:30])=[C:23]([CH2:22][N:3]2[C:4]3[CH:10]=[C:9]([N:11]4[CH2:12][CH2:13][O:14][CH2:15][CH2:16]4)[CH:8]=[C:7]([C:17]([OH:19])=[O:18])[C:5]=3[N:6]=[C:2]2[CH3:1])[CH:28]=[CH:27][CH:26]=1. (10) Given the reactants [F:1][C:2]1[CH:3]=[C:4]([CH:43]=[CH:44][CH:45]=1)[CH2:5][N:6]1[CH:10]=[C:9]([C:11]2[C:19]3[C:14](=[N:15][CH:16]=[C:17]([C:20]4[CH:25]=[CH:24][CH:23]=[C:22]([N:26]5[CH2:31][CH2:30][N:29]([CH3:32])[CH2:28][CH2:27]5)[CH:21]=4)[CH:18]=3)[N:13](S(C3C=CC(C)=CC=3)(=O)=O)[CH:12]=2)[CH:8]=[N:7]1.[OH-].[Li+], predict the reaction product. The product is: [F:1][C:2]1[CH:3]=[C:4]([CH:43]=[CH:44][CH:45]=1)[CH2:5][N:6]1[CH:10]=[C:9]([C:11]2[C:19]3[C:14](=[N:15][CH:16]=[C:17]([C:20]4[CH:25]=[CH:24][CH:23]=[C:22]([N:26]5[CH2:31][CH2:30][N:29]([CH3:32])[CH2:28][CH2:27]5)[CH:21]=4)[CH:18]=3)[NH:13][CH:12]=2)[CH:8]=[N:7]1.